This data is from Forward reaction prediction with 1.9M reactions from USPTO patents (1976-2016). The task is: Predict the product of the given reaction. (1) Given the reactants [H-].[Na+].[CH3:3][OH:4].Cl[C:6]1[N:7]=[C:8]([N:26]2[CH2:31][CH2:30][NH:29][CH2:28][CH:27]2[C:32](=[O:41])[NH:33][C:34]2[CH:39]=[CH:38][CH:37]=[C:36]([CH3:40])[CH:35]=2)[C:9]2[N:15]=[C:14]([C:16]3[CH:21]=[CH:20][C:19]([O:22][CH3:23])=[C:18]([O:24][CH3:25])[CH:17]=3)[CH:13]=[CH:12][C:10]=2[N:11]=1, predict the reaction product. The product is: [CH3:3][O:4][C:6]1[N:7]=[C:8]([N:26]2[CH2:31][CH2:30][NH:29][CH2:28][CH:27]2[C:32](=[O:41])[NH:33][C:34]2[CH:39]=[CH:38][CH:37]=[C:36]([CH3:40])[CH:35]=2)[C:9]2[N:15]=[C:14]([C:16]3[CH:21]=[CH:20][C:19]([O:22][CH3:23])=[C:18]([O:24][CH3:25])[CH:17]=3)[CH:13]=[CH:12][C:10]=2[N:11]=1. (2) Given the reactants Br[C:2]1[CH:3]=[CH:4][C:5]2[C:6]3[C:14](=[O:15])[NH:13][CH:12]=[CH:11][C:7]=3[NH:8][C:9]=2[CH:10]=1.[C:16]([O-:19])(=[O:18])C.[Na+].[CH3:21]O, predict the reaction product. The product is: [CH3:21][O:19][C:16]([C:2]1[CH:3]=[CH:4][C:5]2[C:6]3[C:14](=[O:15])[NH:13][CH:12]=[CH:11][C:7]=3[NH:8][C:9]=2[CH:10]=1)=[O:18]. (3) Given the reactants [F:1][CH:2]([F:12])[C:3]1[C:7]([C:8](Cl)=[O:9])=[CH:6][N:5]([CH3:11])[N:4]=1.[Cl:13][C:14]1[CH:19]=[CH:18][C:17]([C:20]2([F:24])[CH2:22][CH:21]2[NH2:23])=[CH:16][CH:15]=1.C(N(CC)CC)C, predict the reaction product. The product is: [Cl:13][C:14]1[CH:15]=[CH:16][C:17]([C:20]2([F:24])[CH2:22][CH:21]2[NH:23][C:8]([C:7]2[C:3]([CH:2]([F:12])[F:1])=[N:4][N:5]([CH3:11])[CH:6]=2)=[O:9])=[CH:18][CH:19]=1. (4) Given the reactants [NH2:1][C:2]1[C:7]([CH2:8][NH2:9])=[C:6]([CH:10]2[CH2:15][CH2:14][CH2:13][N:12]([C:16]([O:18][C:19]([CH3:22])([CH3:21])[CH3:20])=[O:17])[CH2:11]2)[CH:5]=[C:4]([C:23]2[CH:28]=[CH:27][CH:26]=[CH:25][C:24]=2[OH:29])[N:3]=1.[C:30](N1C=CN=C1)(N1C=CN=C1)=[O:31], predict the reaction product. The product is: [OH:29][C:24]1[CH:25]=[CH:26][CH:27]=[CH:28][C:23]=1[C:4]1[CH:5]=[C:6]([CH:10]2[CH2:15][CH2:14][CH2:13][N:12]([C:16]([O:18][C:19]([CH3:22])([CH3:21])[CH3:20])=[O:17])[CH2:11]2)[C:7]2[CH2:8][NH:9][C:30](=[O:31])[NH:1][C:2]=2[N:3]=1. (5) Given the reactants Cl[C:2]1[N:12]=[CH:11][CH:10]=[CH:9][C:3]=1[C:4]([O:6][CH2:7][CH3:8])=[O:5].[F:13][C:14]([F:25])([F:24])[C:15]1[CH:23]=[CH:22][C:18]([CH2:19][O:20][NH2:21])=[CH:17][CH:16]=1, predict the reaction product. The product is: [F:13][C:14]([F:24])([F:25])[C:15]1[CH:23]=[CH:22][C:18]([CH2:19][O:20][NH:21][C:2]2[N:12]=[CH:11][CH:10]=[CH:9][C:3]=2[C:4]([O:6][CH2:7][CH3:8])=[O:5])=[CH:17][CH:16]=1. (6) Given the reactants CC1(C)[O:6][C:5](=[CH:7][C:8]([N:10]([CH2:13][C:14]2[CH:19]=[CH:18][C:17]([F:20])=[CH:16][CH:15]=2)[O:11][CH3:12])=[O:9])[C:4](=[O:21])O1.[CH:23]1([S:29]([NH2:32])(=[O:31])=[O:30])[CH2:28][CH2:27][CH2:26][CH2:25][CH2:24]1, predict the reaction product. The product is: [F:20][C:17]1[CH:16]=[CH:15][C:14]([CH2:13][N:10]([O:11][CH3:12])[C:8](=[O:9])[CH:7]=[C:5]([OH:6])[C:4]([NH:32][S:29]([CH:23]2[CH2:28][CH2:27][CH2:26][CH2:25][CH2:24]2)(=[O:31])=[O:30])=[O:21])=[CH:19][CH:18]=1. (7) Given the reactants [CH:1]1([CH2:6][CH:7]([C:11]2[CH:16]=[CH:15][C:14]([Cl:17])=[C:13]([Cl:18])[CH:12]=2)[C:8]([OH:10])=O)[CH2:5][CH2:4][CH2:3][CH2:2]1.F[P-](F)(F)(F)(F)F.N1(O[P+](N(C)C)(N(C)C)N(C)C)C2C=CC=CC=2N=N1.[NH2:46][C:47]1[NH:48][C:49]2[CH:55]=[CH:54][CH:53]=[CH:52][C:50]=2[N:51]=1.C(N(CC)CC)C, predict the reaction product. The product is: [NH:48]1[C:49]2[CH:55]=[CH:54][CH:53]=[CH:52][C:50]=2[N:51]=[C:47]1[NH:46][C:8](=[O:10])[CH:7]([C:11]1[CH:16]=[CH:15][C:14]([Cl:17])=[C:13]([Cl:18])[CH:12]=1)[CH2:6][CH:1]1[CH2:2][CH2:3][CH2:4][CH2:5]1. (8) Given the reactants [C:1]1(=[O:6])[O:5][CH2:4][CH2:3][CH2:2]1.[C:7]1(=[O:13])[O:12][CH:10](C)[CH2:9][O:8]1, predict the reaction product. The product is: [C:7]1(=[O:13])[O:12][CH2:10][CH2:9][O:8]1.[C:1]1(=[O:6])[O:5][CH2:4][CH2:3][CH2:2]1. (9) The product is: [CH3:1][O:2][CH:5]([O:18][CH3:17])[C:6]1[CH:15]=[CH:14][C:9]([C:10]([O:12][CH3:13])=[O:11])=[CH:8][N:7]=1. Given the reactants [CH3:1][O-:2].[Na+].Br[CH:5](Br)[C:6]1[CH:15]=[CH:14][C:9]([C:10]([O:12][CH3:13])=[O:11])=[CH:8][N:7]=1.[CH3:17][OH:18], predict the reaction product. (10) The product is: [CH3:1][C:2]1[CH:14]=[C:13]([CH:15]([C:17]2[CH:22]=[CH:21][CH:20]=[CH:19][CH:18]=2)[CH3:16])[CH:12]=[CH:11][C:3]=1[C:4]([OH:6])=[O:5]. Given the reactants [CH3:1][C:2]1[CH:14]=[C:13]([CH:15]([C:17]2[CH:22]=[CH:21][CH:20]=[CH:19][CH:18]=2)[CH3:16])[CH:12]=[CH:11][C:3]=1[C:4]([O:6]C(C)(C)C)=[O:5].FC(F)(F)C(O)=O, predict the reaction product.